From a dataset of Full USPTO retrosynthesis dataset with 1.9M reactions from patents (1976-2016). Predict the reactants needed to synthesize the given product. Given the product [F:12][C:13]1[CH:18]=[C:17]([F:19])[CH:16]=[CH:15][C:14]=1[C:20]([CH:23]1[CH2:25][CH:24]1[C:26]#[N:27])([C:36]1[C:35]2[C:39](=[C:31]([CH2:30][S:29][CH3:28])[CH:32]=[CH:33][CH:34]=2)[NH:38][CH:37]=1)[CH3:21], predict the reactants needed to synthesize it. The reactants are: FC(F)(F)C(O)=O.[Cl-].[In+3].[Cl-].[Cl-].[F:12][C:13]1[CH:18]=[C:17]([F:19])[CH:16]=[CH:15][C:14]=1[C:20]([CH:23]1[CH2:25][CH:24]1[C:26]#[N:27])(O)[CH3:21].[CH3:28][S:29][CH2:30][C:31]1[CH:32]=[CH:33][CH:34]=[C:35]2[C:39]=1[NH:38][CH:37]=[CH:36]2.